Dataset: Full USPTO retrosynthesis dataset with 1.9M reactions from patents (1976-2016). Task: Predict the reactants needed to synthesize the given product. (1) Given the product [C:20]([O:19][C:17]([N:13]1[CH2:14][CH2:15][CH2:16][C:6]2[C:5]3[C:9](=[CH:10][C:2]([N:35]4[CH:36]=[CH:37][C:32]([O:31][CH2:24][C:25]5[CH:26]=[CH:27][CH:28]=[CH:29][CH:30]=5)=[CH:33][C:34]4=[O:38])=[CH:3][CH:4]=3)[N:8]([CH3:11])[C:7]=2[CH2:12]1)=[O:18])([CH3:23])([CH3:22])[CH3:21], predict the reactants needed to synthesize it. The reactants are: Br[C:2]1[CH:10]=[C:9]2[C:5]([C:6]3[CH2:16][CH2:15][CH2:14][N:13]([C:17]([O:19][C:20]([CH3:23])([CH3:22])[CH3:21])=[O:18])[CH2:12][C:7]=3[N:8]2[CH3:11])=[CH:4][CH:3]=1.[CH2:24]([O:31][C:32]1[CH:37]=[CH:36][NH:35][C:34](=[O:38])[CH:33]=1)[C:25]1[CH:30]=[CH:29][CH:28]=[CH:27][CH:26]=1.C([O-])([O-])=O.[Cs+].[Cs+].OC1C=CC=C2C=1N=CC=C2. (2) Given the product [ClH:16].[NH2:8][N:3]1[CH2:4][CH2:5][CH2:6][CH2:7][C:2]1=[O:1], predict the reactants needed to synthesize it. The reactants are: [O:1]=[C:2]1[CH2:7][CH2:6][CH2:5][CH2:4][N:3]1[NH:8]C(=O)OC(C)(C)C.[ClH:16]. (3) Given the product [C:15]([O:19][C:20]([NH:22][C@@H:23]([CH2:26][CH3:27])[CH:24]([C:2]1[O:1][C:9]2[C:4]([N:3]=1)=[N:5][CH:6]=[CH:7][CH:8]=2)[OH:25])=[O:21])([CH3:18])([CH3:17])[CH3:16], predict the reactants needed to synthesize it. The reactants are: [O:1]1[C:9]2[C:4](=[N:5][CH:6]=[CH:7][CH:8]=2)[N:3]=[CH:2]1.C([Mg]Cl)(C)C.[C:15]([O:19][C:20]([NH:22][C@@H:23]([CH2:26][CH3:27])[CH:24]=[O:25])=[O:21])([CH3:18])([CH3:17])[CH3:16].